From a dataset of Full USPTO retrosynthesis dataset with 1.9M reactions from patents (1976-2016). Predict the reactants needed to synthesize the given product. (1) Given the product [C:1]([NH:5][C:6]1[C:11]([C:12]([OH:14])=[O:13])=[CH:10][N:9]=[C:8]([S:17][CH3:18])[N:7]=1)([CH3:4])([CH3:3])[CH3:2], predict the reactants needed to synthesize it. The reactants are: [C:1]([NH:5][C:6]1[C:11]([C:12]([O:14]CC)=[O:13])=[CH:10][N:9]=[C:8]([S:17][CH3:18])[N:7]=1)([CH3:4])([CH3:3])[CH3:2].[OH-].[Na+].C(O)(=O)CC(CC(O)=O)(C(O)=O)O. (2) Given the product [F:19][C:3]1[C:2]([C:29]#[C:28][C:26]([OH:30])([C:22]2[N:21]([CH3:20])[CH:25]=[CH:24][N:23]=2)[CH3:27])=[CH:18][C:6]2[C:7]3[N:8]([CH:12]=[C:13]([C:15]([NH2:17])=[O:16])[N:14]=3)[CH2:9][CH2:10][O:11][C:5]=2[CH:4]=1, predict the reactants needed to synthesize it. The reactants are: Br[C:2]1[C:3]([F:19])=[CH:4][C:5]2[O:11][CH2:10][CH2:9][N:8]3[CH:12]=[C:13]([C:15]([NH2:17])=[O:16])[N:14]=[C:7]3[C:6]=2[CH:18]=1.[CH3:20][N:21]1[CH:25]=[CH:24][N:23]=[C:22]1[C:26]([OH:30])([C:28]#[CH:29])[CH3:27]. (3) The reactants are: [Cl:1][C:2]1[CH:3]=[CH:4][C:5]([NH:12][C:13]2[CH:14]=[C:15]3[C:19](=[CH:20][CH:21]=2)[N:18]([CH2:22][C:23]2[CH:28]=[CH:27][CH:26]=[C:25]([OH:29])[CH:24]=2)[CH:17]=[CH:16]3)=[C:6]([CH:11]=1)[C:7]([O:9]C)=[O:8].[OH-].[Na+].O.Cl. Given the product [Cl:1][C:2]1[CH:3]=[CH:4][C:5]([NH:12][C:13]2[CH:14]=[C:15]3[C:19](=[CH:20][CH:21]=2)[N:18]([CH2:22][C:23]2[CH:28]=[CH:27][CH:26]=[C:25]([OH:29])[CH:24]=2)[CH:17]=[CH:16]3)=[C:6]([CH:11]=1)[C:7]([OH:9])=[O:8], predict the reactants needed to synthesize it. (4) Given the product [Br:1][C:2]1[CH:3]=[C:4]2[C:5](=[CH:6][CH:7]=1)[NH:8][C:9](=[O:14])[N:24]=[C:15]2[C:16]1[CH:21]=[CH:20][CH:19]=[C:18]([Cl:22])[CH:17]=1, predict the reactants needed to synthesize it. The reactants are: [Br:1][C:2]1[CH:7]=[CH:6][C:5]([NH:8][C:9](=[O:14])C(Cl)(Cl)Cl)=[C:4]([C:15](=O)[C:16]2[CH:21]=[CH:20][CH:19]=[C:18]([Cl:22])[CH:17]=2)[CH:3]=1.[NH4+:24].C([O-])(=O)C. (5) Given the product [Br:3][C:4]1[CH:5]=[CH:6][C:7]2[C:11]([CH:12]=1)=[N:10][N:9]([CH:14]([F:16])[F:15])[CH:8]=2, predict the reactants needed to synthesize it. The reactants are: [H-].[Na+].[Br:3][C:4]1[CH:12]=[C:11]2[C:7]([CH:8]=[N:9][NH:10]2)=[CH:6][CH:5]=1.Cl[CH:14]([F:16])[F:15].